From a dataset of Forward reaction prediction with 1.9M reactions from USPTO patents (1976-2016). Predict the product of the given reaction. (1) Given the reactants [Cl:1][C:2]1[CH:7]=[C:6]([C:8]2[C:9](=[O:29])[O:10][C:11]3([CH2:18][CH2:17][CH2:16][N:15](C(OCC4C=CC=CC=4)=O)[CH2:14]3)[C:12]=2[OH:13])[C:5]([CH3:30])=[CH:4][C:3]=1[C:31]1[CH:36]=[CH:35][CH:34]=[C:33]([NH:37][S:38]([CH3:41])(=[O:40])=[O:39])[CH:32]=1.[F:42][C:43]([F:48])([F:47])[C:44]([OH:46])=[O:45], predict the reaction product. The product is: [F:42][C:43]([F:48])([F:47])[C:44]([OH:46])=[O:45].[Cl:1][C:2]1[CH:7]=[C:6]([C:8]2[C:9](=[O:29])[O:10][C:11]3([CH2:18][CH2:17][CH2:16][NH:15][CH2:14]3)[C:12]=2[OH:13])[C:5]([CH3:30])=[CH:4][C:3]=1[C:31]1[CH:36]=[CH:35][CH:34]=[C:33]([NH:37][S:38]([CH3:41])(=[O:39])=[O:40])[CH:32]=1. (2) Given the reactants [Br:1][C:2]1[CH:7]=[C:6]([C:8]([F:17])([C:13]([F:16])([F:15])[F:14])[C:9]([F:12])([F:11])[F:10])[CH:5]=[C:4]([Br:18])[C:3]=1[N:19]([CH3:39])[C:20]([C:22]1[C:23]([O:37][CH3:38])=[C:24]([NH:28][C:29]([C:31]2[CH:36]=[CH:35][N:34]=[CH:33][CH:32]=2)=[O:30])[CH:25]=[CH:26][CH:27]=1)=[O:21].[H-].[Na+].I[CH3:43], predict the reaction product. The product is: [Br:1][C:2]1[CH:7]=[C:6]([C:8]([F:17])([C:9]([F:10])([F:11])[F:12])[C:13]([F:14])([F:15])[F:16])[CH:5]=[C:4]([Br:18])[C:3]=1[N:19]([CH3:39])[C:20]([C:22]1[C:23]([O:37][CH3:38])=[C:24]([N:28]([CH3:43])[C:29]([C:31]2[CH:32]=[CH:33][N:34]=[CH:35][CH:36]=2)=[O:30])[CH:25]=[CH:26][CH:27]=1)=[O:21].